Dataset: Full USPTO retrosynthesis dataset with 1.9M reactions from patents (1976-2016). Task: Predict the reactants needed to synthesize the given product. (1) Given the product [O:1]1[CH2:6][CH2:5][CH2:4][CH2:3][CH:2]1[O:7][CH2:8][CH2:9][N:10]1[CH:14]=[C:13]([C:15]2[N:20]=[C:19]3[N:21]([CH2:24][C:25]4[CH:30]=[CH:29][N:28]5[N:31]=[CH:32][C:33]([CH2:34][OH:35])=[C:27]5[CH:26]=4)[N:22]=[N:23][C:18]3=[N:17][CH:16]=2)[CH:12]=[N:11]1, predict the reactants needed to synthesize it. The reactants are: [O:1]1[CH2:6][CH2:5][CH2:4][CH2:3][CH:2]1[O:7][CH2:8][CH2:9][N:10]1[CH:14]=[C:13]([C:15]2[N:20]=[C:19]3[N:21]([CH2:24][C:25]4[CH:30]=[CH:29][N:28]5[N:31]=[CH:32][C:33]([CH:34]=[O:35])=[C:27]5[CH:26]=4)[N:22]=[N:23][C:18]3=[N:17][CH:16]=2)[CH:12]=[N:11]1.OCC1C=NN2C=CC(CN3C4=NC(C5C=NN(CCO)C=5)=CN=C4N=N3)=CC=12. (2) The reactants are: [Si]([O:18][C:19]1[CH:58]=[CH:57][C:22]([O:23][CH2:24][C@@H:25]([OH:56])[CH2:26][NH:27][CH2:28][CH2:29][C:30]2[CH:55]=[CH:54][C:33]([NH:34][CH:35]3[CH2:40][CH2:39][N:38]([C:41]([NH:43][CH2:44][CH2:45][C:46]4[CH:51]=[CH:50][CH:49]=[C:48]([O:52][CH3:53])[CH:47]=4)=[O:42])[CH2:37][CH2:36]3)=[CH:32][CH:31]=2)=[CH:21][CH:20]=1)(C(C)(C)C)(C1C=CC=CC=1)C1C=CC=CC=1. Given the product [CH3:53][O:52][C:48]1[CH:47]=[C:46]([CH2:45][CH2:44][NH:43][C:41]([N:38]2[CH2:39][CH2:40][CH:35]([NH:34][C:33]3[CH:54]=[CH:55][C:30]([CH2:29][CH2:28][NH:27][CH2:26][C@H:25]([OH:56])[CH2:24][O:23][C:22]4[CH:21]=[CH:20][C:19]([OH:18])=[CH:58][CH:57]=4)=[CH:31][CH:32]=3)[CH2:36][CH2:37]2)=[O:42])[CH:51]=[CH:50][CH:49]=1, predict the reactants needed to synthesize it. (3) Given the product [F:22][C:13]1[CH:14]=[C:15]([NH:18][C:19](=[O:21])[CH3:20])[CH:16]=[CH:17][C:12]=1[O:11][C:9]1[CH:8]=[CH:7][N:6]=[C:5]2[N:4]([S:23]([C:26]3[CH:31]=[CH:30][C:29]([CH3:32])=[CH:28][CH:27]=3)(=[O:25])=[O:24])[CH:3]=[C:2]([CH3:33])[C:10]=12, predict the reactants needed to synthesize it. The reactants are: Br[C:2]1[C:10]2[C:5](=[N:6][CH:7]=[CH:8][C:9]=2[O:11][C:12]2[CH:17]=[CH:16][C:15]([NH:18][C:19](=[O:21])[CH3:20])=[CH:14][C:13]=2[F:22])[N:4]([S:23]([C:26]2[CH:31]=[CH:30][C:29]([CH3:32])=[CH:28][CH:27]=2)(=[O:25])=[O:24])[CH:3]=1.[C:33](=O)(O)[O-].[Na+].CB1OB(C)OB(C)O1. (4) Given the product [CH:1]1([NH:7][C:8](=[O:9])[OH:10])[CH2:6][CH2:5][CH2:4][CH2:3][CH2:2]1.[C:34]1([S+:27]([C:21]2[CH:22]=[CH:23][CH:24]=[CH:25][CH:26]=2)[C:28]2[CH:33]=[CH:32][CH:31]=[CH:30][CH:29]=2)[CH:35]=[CH:36][CH:37]=[CH:38][CH:39]=1.[F:12][CH:13]([F:19])[CH2:14][S:15]([O-:18])(=[O:17])=[O:16], predict the reactants needed to synthesize it. The reactants are: [CH:1]1([NH:7][C:8](=[O:10])[OH:9])[CH2:6][CH2:5][CH2:4][CH2:3][CH2:2]1.[Na].[F:12][CH:13]([F:19])[CH2:14][S:15]([O-:18])(=[O:17])=[O:16].[Cl-].[C:21]1([S+:27]([C:34]2[CH:39]=[CH:38][CH:37]=[CH:36][CH:35]=2)[C:28]2[CH:33]=[CH:32][CH:31]=[CH:30][CH:29]=2)[CH:26]=[CH:25][CH:24]=[CH:23][CH:22]=1.O.